Dataset: Forward reaction prediction with 1.9M reactions from USPTO patents (1976-2016). Task: Predict the product of the given reaction. (1) Given the reactants [CH:1]1([CH2:7][CH2:8][CH2:9][C@@H:10]([C:19]2[O:23][N:22]=[C:21]([CH2:24]OS(C3C=CC(C)=CC=3)(=O)=O)[N:20]=2)[CH2:11][C:12]([O:14][C:15]([CH3:18])([CH3:17])[CH3:16])=[O:13])[CH2:6][CH2:5][CH2:4][CH2:3][CH2:2]1.[CH:36]1([NH2:41])[CH2:40][CH2:39][CH2:38][CH2:37]1, predict the reaction product. The product is: [CH:1]1([CH2:7][CH2:8][CH2:9][C@@H:10]([C:19]2[O:23][N:22]=[C:21]([CH2:24][NH:41][CH:36]3[CH2:40][CH2:39][CH2:38][CH2:37]3)[N:20]=2)[CH2:11][C:12]([O:14][C:15]([CH3:17])([CH3:18])[CH3:16])=[O:13])[CH2:2][CH2:3][CH2:4][CH2:5][CH2:6]1. (2) Given the reactants CC1C=CC(S(O)(=O)=O)=CC=1.[F:12][C:13]1[C:14](=[O:43])[N:15]([CH2:25][CH2:26][C@@:27]([CH3:42])([S:38]([CH3:41])(=[O:40])=[O:39])[C:28]([NH:30][O:31]C2CCCCO2)=[O:29])[CH:16]=[CH:17][C:18]=1[C:19]1[CH:24]=[CH:23][CH:22]=[CH:21][CH:20]=1, predict the reaction product. The product is: [F:12][C:13]1[C:14](=[O:43])[N:15]([CH2:25][CH2:26][C@@:27]([CH3:42])([S:38]([CH3:41])(=[O:39])=[O:40])[C:28]([NH:30][OH:31])=[O:29])[CH:16]=[CH:17][C:18]=1[C:19]1[CH:20]=[CH:21][CH:22]=[CH:23][CH:24]=1. (3) Given the reactants [CH3:1][CH:2]([C:4]1[NH:13][C:7]2=[N+:8]([O-])[CH:9]=[CH:10][CH:11]=[C:6]2[CH:5]=1)[CH3:3].CS([Cl:18])(=O)=O.O.[OH-].[Na+], predict the reaction product. The product is: [Cl:18][C:11]1[CH:10]=[CH:9][N:8]=[C:7]2[NH:13][C:4]([CH:2]([CH3:3])[CH3:1])=[CH:5][C:6]=12. (4) Given the reactants [Cl:1][C:2]1[CH:3]=[C:4]2[C:8](=[CH:9][CH:10]=1)[NH:7][C:6]([C:11]([O:13][CH3:14])=[O:12])=[CH:5]2.[H-].[Na+].[C:17]1([S:23](Cl)(=[O:25])=[O:24])[CH:22]=[CH:21][CH:20]=[CH:19][CH:18]=1, predict the reaction product. The product is: [Cl:1][C:2]1[CH:3]=[C:4]2[C:8](=[CH:9][CH:10]=1)[N:7]([S:23]([C:17]1[CH:22]=[CH:21][CH:20]=[CH:19][CH:18]=1)(=[O:25])=[O:24])[C:6]([C:11]([O:13][CH3:14])=[O:12])=[CH:5]2. (5) Given the reactants F[C:2]1[CH:16]=[CH:15][C:5]([C:6]([C:8]2[C:13]([CH3:14])=[CH:12][CH:11]=[CH:10][N:9]=2)=[O:7])=[CH:4][CH:3]=1.[N-:17]=[N+]=[N-].[Na+].O, predict the reaction product. The product is: [NH2:17][C:2]1[CH:16]=[CH:15][C:5]([CH:6]([C:8]2[C:13]([CH3:14])=[CH:12][CH:11]=[CH:10][N:9]=2)[OH:7])=[CH:4][CH:3]=1.